Dataset: Full USPTO retrosynthesis dataset with 1.9M reactions from patents (1976-2016). Task: Predict the reactants needed to synthesize the given product. (1) Given the product [Br:1][C:2]1[CH:3]=[C:4]([C:9]([C:12]2[N:13]=[N:14][C:15]([O:18][CH:19]([F:21])[F:20])=[CH:16][CH:17]=2)=[O:25])[CH:5]=[CH:6][C:7]=1[F:8], predict the reactants needed to synthesize it. The reactants are: [Br:1][C:2]1[CH:3]=[C:4]([CH:9]([C:12]2[N:13]=[N:14][C:15]([O:18][CH:19]([F:21])[F:20])=[CH:16][CH:17]=2)C#N)[CH:5]=[CH:6][C:7]=1[F:8].CC(C)([O-:25])C.[K+].OO.O. (2) The reactants are: [N:1]([CH2:4][CH2:5][CH2:6][C:7]([N:9]1[C@H:13]([CH2:14][C:15]2[CH:20]=[CH:19][CH:18]=[CH:17][CH:16]=2)[CH2:12][O:11][C:10]1=[O:21])=[O:8])=[N+:2]=[N-:3].[CH3:22][Si]([N-][Si](C)(C)C)(C)C.[Na+].IC. Given the product [N:1]([CH2:4][CH2:5][C@@H:6]([CH3:22])[C:7]([N:9]1[C@H:13]([CH2:14][C:15]2[CH:16]=[CH:17][CH:18]=[CH:19][CH:20]=2)[CH2:12][O:11][C:10]1=[O:21])=[O:8])=[N+:2]=[N-:3], predict the reactants needed to synthesize it.